Dataset: Reaction yield outcomes from USPTO patents with 853,638 reactions. Task: Predict the reaction yield, written as a fraction of the theoretical maximum amount of product (1.0 means a 100% yield; for example, 0.34 means a 34% yield). (1) The reactants are C=O.[CH3:3][NH:4][CH3:5].[Cl:6][C:7]1[CH:8]=[C:9]2[C:13](=[CH:14][CH:15]=1)[NH:12][CH:11]=[CH:10]2.[C:16]([O-])(O)=O.[Na+].[OH-].[Na+]. The catalyst is CCO.CC(O)=O. The product is [Cl:6][C:7]1[CH:8]=[C:9]2[C:5](=[CH:14][CH:15]=1)[NH:4][CH:3]=[C:10]2[CH2:11][N:12]([CH3:16])[CH3:13]. The yield is 0.850. (2) The reactants are [CH3:1][O:2][C@@H:3]([C@@H:12]([N:17]([CH3:25])[C:18](=[O:24])[C@H:19]([CH:21]([CH3:23])[CH3:22])[NH2:20])[C@@H:13]([CH3:16])[CH2:14][CH3:15])[CH2:4][C:5]([O:7][C:8]([CH3:11])([CH3:10])[CH3:9])=[O:6].[CH3:26][N:27]1[CH2:34][CH2:33][CH2:32][C@:28]1([CH3:35])[C:29](O)=[O:30].CN(C(ON1N=NC2C=CC=NC1=2)=[N+](C)C)C.F[P-](F)(F)(F)(F)F.C(N(C(C)C)CC)(C)C. The catalyst is ClCCl. The product is [CH3:26][N:27]1[CH2:34][CH2:33][CH2:32][C@:28]1([CH3:35])[C:29]([NH:20][C@H:19]([C:18]([N:17]([C@@H:12]([C@@H:13]([CH3:16])[CH2:14][CH3:15])[C@H:3]([O:2][CH3:1])[CH2:4][C:5]([O:7][C:8]([CH3:11])([CH3:9])[CH3:10])=[O:6])[CH3:25])=[O:24])[CH:21]([CH3:23])[CH3:22])=[O:30]. The yield is 1.00. (3) The product is [N+:25]([C:22]1[CH:21]=[CH:20][C:19]([O:18][C:16](=[O:17])[NH:1][C:2]2[CH:7]=[CH:6][C:5]([Cl:8])=[CH:4][N:3]=2)=[CH:24][CH:23]=1)([O-:27])=[O:26]. The yield is 0.900. The reactants are [NH2:1][C:2]1[CH:7]=[CH:6][C:5]([Cl:8])=[CH:4][N:3]=1.N1C=CC=CC=1.Cl[C:16]([O:18][C:19]1[CH:24]=[CH:23][C:22]([N+:25]([O-:27])=[O:26])=[CH:21][CH:20]=1)=[O:17].O. The catalyst is C(Cl)Cl. (4) The reactants are [NH2:1][C:2]([NH2:4])=[O:3].CC[O-].[Na+].[Na].C([O:12][CH:13]=[C:14]([C:20](OCC)=O)[C:15]([O:17][CH2:18][CH3:19])=[O:16])C. The catalyst is CCO. The product is [O:3]=[C:2]1[NH:4][C:13](=[O:12])[C:14]([C:15]([O:17][CH2:18][CH3:19])=[O:16])=[CH:20][NH:1]1. The yield is 0.230.